Dataset: Reaction yield outcomes from USPTO patents with 853,638 reactions. Task: Predict the reaction yield, written as a fraction of the theoretical maximum amount of product (1.0 means a 100% yield; for example, 0.34 means a 34% yield). (1) The reactants are [CH3:1][C:2]1[CH:3]=[C:4]([CH:6]=[C:7]([C:9]2[S:13][CH:12]=[N:11][CH:10]=2)[CH:8]=1)[NH2:5].Cl[C:15]1[N:20]=[C:19]([CH:21]2[CH2:23][CH2:22]2)[C:18]([F:24])=[CH:17][N:16]=1.CC1(C)C2C(=C(P(C3C=CC=CC=3)C3C=CC=CC=3)C=CC=2)OC2C(P(C3C=CC=CC=3)C3C=CC=CC=3)=CC=CC1=2.C(=O)([O-])[O-].[Cs+].[Cs+]. The catalyst is C([O-])(=O)C.[Pd+2].C([O-])(=O)C. The product is [CH:21]1([C:19]2[C:18]([F:24])=[CH:17][N:16]=[C:15]([NH:5][C:4]3[CH:6]=[C:7]([C:9]4[S:13][CH:12]=[N:11][CH:10]=4)[CH:8]=[C:2]([CH3:1])[CH:3]=3)[N:20]=2)[CH2:23][CH2:22]1. The yield is 0.910. (2) The reactants are [CH3:1][S:2][C:3]1[CH:11]=[C:10]([C:12]([F:15])([F:14])[F:13])[CH:9]=[C:8]([C:16]([F:19])([F:18])[F:17])[C:4]=1[C:5](Cl)=[O:6].[CH3:20][C:21]([N:31]1[CH2:35][CH2:34][CH2:33][CH2:32]1)([CH3:30])[CH:22]([NH2:29])[C:23]1[CH:28]=[CH:27][CH:26]=[CH:25][CH:24]=1. The catalyst is C(Cl)Cl.C(N(CC)CC)C. The product is [CH3:30][C:21]([N:31]1[CH2:32][CH2:33][CH2:34][CH2:35]1)([CH3:20])[CH:22]([NH:29][C:5](=[O:6])[C:4]1[C:8]([C:16]([F:19])([F:18])[F:17])=[CH:9][C:10]([C:12]([F:15])([F:14])[F:13])=[CH:11][C:3]=1[S:2][CH3:1])[C:23]1[CH:28]=[CH:27][CH:26]=[CH:25][CH:24]=1. The yield is 0.850. (3) The reactants are [OH:1][C:2]1[CH:3]=[N:4][CH:5]=[CH:6][CH:7]=1.[H-].[Na+].F[C:11]1[CH:16]=[CH:15][CH:14]=[C:13]([N+:17]([O-:19])=[O:18])[CH:12]=1.[NH4+].[Cl-]. The catalyst is CS(C)=O. The product is [N+:17]([C:13]1[CH:12]=[C:11]([CH:16]=[CH:15][CH:14]=1)[O:1][C:2]1[CH:3]=[N:4][CH:5]=[CH:6][CH:7]=1)([O-:19])=[O:18]. The yield is 0.390. (4) The reactants are F.F.F.C(N(CC)CC)C.C(N(CC)CC)C.[Si]([O:35][CH2:36][C@H:37]1[O:41][C@@H:40]([N:42]2[CH:49]=[C:48]([CH3:50])[C:46](=[O:47])[NH:45][C:43]2=[O:44])[C@H:39]([O:51][CH2:52][CH2:53][O:54][N:55]([CH3:57])[CH3:56])[C@@H:38]1[OH:58])(C(C)(C)C)(C1C=CC=CC=1)C1C=CC=CC=1.CO. The catalyst is C1COCC1.C(Cl)Cl. The product is [CH3:56][N:55]([CH3:57])[O:54][CH2:53][CH2:52][O:51][C@@H:39]1[C@H:38]([OH:58])[C@@H:37]([CH2:36][OH:35])[O:41][C@H:40]1[N:42]1[CH:49]=[C:48]([CH3:50])[C:46](=[O:47])[NH:45][C:43]1=[O:44]. The yield is 0.925. (5) The reactants are C1COCC1.[O:6]([C:13]1[CH:14]=[C:15]([N:19]([CH2:27][C:28]2[CH:33]=[CH:32][CH:31]=[C:30](Br)[CH:29]=2)[CH2:20][CH:21]([OH:26])[C:22]([F:25])([F:24])[F:23])[CH:16]=[CH:17][CH:18]=1)[C:7]1[CH:12]=[CH:11][CH:10]=[CH:9][CH:8]=1.[CH2:35]([Mg]Br)[C:36]1[CH:41]=[CH:40][CH:39]=[CH:38][CH:37]=1.[NH4+].[Cl-]. The catalyst is C1C=CC([P]([Pd]([P](C2C=CC=CC=2)(C2C=CC=CC=2)C2C=CC=CC=2)([P](C2C=CC=CC=2)(C2C=CC=CC=2)C2C=CC=CC=2)[P](C2C=CC=CC=2)(C2C=CC=CC=2)C2C=CC=CC=2)(C2C=CC=CC=2)C2C=CC=CC=2)=CC=1.CCO. The product is [O:6]([C:13]1[CH:14]=[C:15]([N:19]([CH2:27][C:28]2[CH:33]=[CH:32][CH:31]=[C:30]([CH2:35][C:36]3[CH:41]=[CH:40][CH:39]=[CH:38][CH:37]=3)[CH:29]=2)[CH2:20][CH:21]([OH:26])[C:22]([F:25])([F:24])[F:23])[CH:16]=[CH:17][CH:18]=1)[C:7]1[CH:12]=[CH:11][CH:10]=[CH:9][CH:8]=1. The yield is 0.620. (6) The reactants are C[Si]([N-][Si](C)(C)C)(C)C.[K+].[CH3:11][S:12][C:13]1[N:18]=[C:17]([C:19]2[CH:24]=[CH:23][NH:22][C:21](=[O:25])[CH:20]=2)[CH:16]=[CH:15][N:14]=1.CS(O[C@H:31]([C:41]1[CH:46]=[CH:45][C:44]([Cl:47])=[C:43]([F:48])[CH:42]=1)[CH2:32][O:33][Si:34]([C:37]([CH3:40])([CH3:39])[CH3:38])([CH3:36])[CH3:35])(=O)=O. The catalyst is C1COCC1. The product is [Si:34]([O:33][CH2:32][C@@H:31]([N:22]1[CH:23]=[CH:24][C:19]([C:17]2[CH:16]=[CH:15][N:14]=[C:13]([S:12][CH3:11])[N:18]=2)=[CH:20][C:21]1=[O:25])[C:41]1[CH:46]=[CH:45][C:44]([Cl:47])=[C:43]([F:48])[CH:42]=1)([C:37]([CH3:39])([CH3:40])[CH3:38])([CH3:36])[CH3:35]. The yield is 0.630. (7) The reactants are [CH3:1][N:2]([C:20]1[CH:21]=[CH:22][CH:23]=[CH:24][N:25]=1)[CH2:3][CH2:4][O:5][C:6]1[CH:7]=[CH:8][C:9]([CH2:12][CH:13]2[S:19][C:17](=[O:18])[NH:16][C:14]2=[O:15])=[CH:10][CH:11]=1.[C:26]([OH:33])(=[O:32])/[CH:27]=[CH:28]\[C:29]([OH:31])=[O:30]. The catalyst is O. The product is [CH3:1][N:2]([C:20]1[CH:21]=[CH:22][CH:23]=[CH:24][N:25]=1)[CH2:3][CH2:4][O:5][C:6]1[CH:11]=[CH:10][C:9]([CH2:12][CH:13]2[S:19][C:17](=[O:18])[NH:16][C:14]2=[O:15])=[CH:8][CH:7]=1.[CH:27](/[C:26]([OH:33])=[O:32])=[CH:28]/[C:29]([OH:31])=[O:30]. The yield is 0.770.